This data is from Reaction yield outcomes from USPTO patents with 853,638 reactions. The task is: Predict the reaction yield, written as a fraction of the theoretical maximum amount of product (1.0 means a 100% yield; for example, 0.34 means a 34% yield). (1) The reactants are [CH2:1]([N:3]1[C:7]([N:8]2[CH2:14][CH2:13][CH2:12][CH:11]([NH:15][C:16](=[O:21])[C:17]([F:20])([F:19])[F:18])[CH2:10][CH2:9]2)=[C:6]([N+:22]([O-])=O)[CH:5]=[N:4]1)[CH3:2].[C:25]([O:29][C:30]([NH:32][C:33]1[S:37][C:36]([C:38]2[C:43]([F:44])=[CH:42][CH:41]=[CH:40][C:39]=2[F:45])=[N:35][C:34]=1[C:46](O)=[O:47])=[O:31])([CH3:28])([CH3:27])[CH3:26].CN(C(ON1N=NC2C=CC=NC1=2)=[N+](C)C)C.F[P-](F)(F)(F)(F)F.CCN(C(C)C)C(C)C. The catalyst is CO.C(Cl)Cl.[Pd].O. The product is [F:45][C:39]1[CH:40]=[CH:41][CH:42]=[C:43]([F:44])[C:38]=1[C:36]1[S:37][C:33]([NH:32][C:30](=[O:31])[O:29][C:25]([CH3:27])([CH3:26])[CH3:28])=[C:34]([C:46](=[O:47])[NH:22][C:6]2[CH:5]=[N:4][N:3]([CH2:1][CH3:2])[C:7]=2[N:8]2[CH2:14][CH2:13][CH2:12][CH:11]([NH:15][C:16](=[O:21])[C:17]([F:20])([F:19])[F:18])[CH2:10][CH2:9]2)[N:35]=1. The yield is 0.680. (2) The yield is 0.820. The reactants are C[O:2][C:3]([C:5]1[C:13]2[N:12]=[C:11]([C:14]3[CH:19]=[CH:18][C:17]([Cl:20])=[CH:16][CH:15]=3)[NH:10][C:9]=2[C:8]([O:21]C)=[CH:7][CH:6]=1)=[O:4].[Cl-].[Al+3].[Cl-].[Cl-].Cl. The product is [Cl:20][C:17]1[CH:16]=[CH:15][C:14]([C:11]2[NH:10][C:9]3[C:8]([OH:21])=[CH:7][CH:6]=[C:5]([C:3]([OH:4])=[O:2])[C:13]=3[N:12]=2)=[CH:19][CH:18]=1. The catalyst is C1(C)C=CC=CC=1. (3) The reactants are [OH:1][C:2]1[CH:10]=[CH:9][CH:8]=[CH:7][C:3]=1[C:4]([OH:6])=[O:5].OS(O)(=O)=O.[CH3:16][CH2:17]O. No catalyst specified. The product is [OH:1][C:2]1[CH:10]=[CH:9][CH:8]=[CH:7][C:3]=1[C:4]([O:6][CH2:16][CH3:17])=[O:5]. The yield is 0.973. (4) The reactants are [CH:1]1([C:6]([OH:31])([CH2:21][C:22]2[O:23]C(C)(C)[O:25][C:26](=O)[CH:27]=2)[CH2:7][CH2:8][C:9]2[CH:14]=[CH:13][C:12]([C:15]3([C:18]#[N:19])[CH2:17][CH2:16]3)=[C:11]([F:20])[CH:10]=2)[CH2:5][CH2:4][CH2:3][CH2:2]1.[OH-].[Na+]. No catalyst specified. The product is [CH:1]1([C:6]2([CH2:7][CH2:8][C:9]3[CH:14]=[CH:13][C:12]([C:15]4([C:18]#[N:19])[CH2:16][CH2:17]4)=[C:11]([F:20])[CH:10]=3)[CH2:21][C:22](=[O:23])[CH2:27][C:26](=[O:25])[O:31]2)[CH2:5][CH2:4][CH2:3][CH2:2]1. The yield is 0.470. (5) The reactants are [F:1][C:2]1[C:3]([C:9]2[N:13]([CH:14]3[CH2:19][CH2:18][O:17][CH2:16][CH2:15]3)[C:12]([CH3:20])=[N:11][CH:10]=2)=[N:4][C:5]([NH2:8])=[N:6][CH:7]=1.Br[C:22]1[CH:23]=[CH:24][C:25]([S:28]([CH:31]([CH3:33])[CH3:32])(=[O:30])=[O:29])=[N:26][CH:27]=1.C([O-])([O-])=O.[Cs+].[Cs+].CC1(C)C2C(=C(P(C3C=CC=CC=3)C3C=CC=CC=3)C=CC=2)OC2C(P(C3C=CC=CC=3)C3C=CC=CC=3)=CC=CC1=2. The catalyst is C1C=CC(/C=C/C(/C=C/C2C=CC=CC=2)=O)=CC=1.C1C=CC(/C=C/C(/C=C/C2C=CC=CC=2)=O)=CC=1.C1C=CC(/C=C/C(/C=C/C2C=CC=CC=2)=O)=CC=1.[Pd].[Pd].O1CCOCC1. The product is [F:1][C:2]1[C:3]([C:9]2[N:13]([CH:14]3[CH2:19][CH2:18][O:17][CH2:16][CH2:15]3)[C:12]([CH3:20])=[N:11][CH:10]=2)=[N:4][C:5]([NH:8][C:22]2[CH:27]=[N:26][C:25]([S:28]([CH:31]([CH3:33])[CH3:32])(=[O:29])=[O:30])=[CH:24][CH:23]=2)=[N:6][CH:7]=1. The yield is 0.390.